This data is from Reaction yield outcomes from USPTO patents with 853,638 reactions. The task is: Predict the reaction yield, written as a fraction of the theoretical maximum amount of product (1.0 means a 100% yield; for example, 0.34 means a 34% yield). (1) The reactants are [C:1]([O:7][CH3:8])(=[O:6])[C:2]([O:4]C)=O.C[O-].[Na+].[CH3:12][C:13]1[CH:14]=[CH:15][C:16]([C:19](=[O:21])[CH3:20])=[N:17][CH:18]=1.O. The catalyst is CO.C(OCC)C. The product is [CH3:12][C:13]1[CH:14]=[CH:15][C:16]([C:19](=[O:21])[CH2:20][C:2](=[O:4])[C:1]([O:7][CH3:8])=[O:6])=[N:17][CH:18]=1. The yield is 0.750. (2) The catalyst is CO. The yield is 0.654. The product is [CH3:1][C:2]([O:6][C@@H:7]([C:12]1[C:41]([CH3:42])=[N:40][C:39]2=[CH:43][C:36]3=[N:37][N:38]2[C:13]=1[N:14]1[CH2:15][CH2:16][C:17]([CH3:49])([O:18][CH2:19][CH2:20][CH2:21][CH2:22][C@H:23]([CH3:46])[O:24][C:25]2[CH:26]=[CH:27][C:28]([CH3:45])=[CH:29][C:30]=2[C:31]2[CH:44]=[C:35]3[CH:34]=[CH:33][CH:32]=2)[CH2:47][CH2:48]1)[C:8]([OH:10])=[O:9])([CH2:4][CH3:5])[CH3:3]. The reactants are [CH3:1][C:2]([O:6][C@@H:7]([C:12]1[C:41]([CH3:42])=[N:40][C:39]2=[CH:43][C:36]3=[N:37][N:38]2[C:13]=1[N:14]1[CH2:48][CH2:47][C:17]([CH3:49])([O:18][CH2:19][CH2:20][CH2:21][CH2:22][C@H:23]([CH3:46])[O:24][C:25]2[CH:26]=[CH:27][C:28]([CH3:45])=[CH:29][C:30]=2[C:31]2[CH:44]=[C:35]3[CH:34]=[CH:33][CH:32]=2)[CH2:16][CH2:15]1)[C:8]([O:10]C)=[O:9])([CH2:4][CH3:5])[CH3:3].[OH-].[Na+].